Dataset: Experimentally validated miRNA-target interactions with 360,000+ pairs, plus equal number of negative samples. Task: Binary Classification. Given a miRNA mature sequence and a target amino acid sequence, predict their likelihood of interaction. (1) The protein sequence of the target gene is MEHQLLCCEVETIRRAYPDTNLLNDRVLRAMLKTEETCAPSVSYFKCVQKEIVPSMRKIVATWMLEVCEEQKCEEEVFPLAMNYLDRFLSLEPLKKSRLQLLGATCMFVASKMKETIPLTAEKLCIYTDNSIRPEELLQMELLLVNKLKWNLAAMTPHDFIEHFLSKMPEADENKQTIRKHAQTFVALCATDVKFISNPPSMVAAGSVVAAMQGLNLGSPNNFLSCYRTTHFLSRVIKCDPDCLRACQEQIEALLESSLRQAQQNVDPKATEEEGEVEEEAGLACTPTDVRDVDI. Result: 1 (interaction). The miRNA is mmu-miR-499-5p with sequence UUAAGACUUGCAGUGAUGUUU. (2) The miRNA is hsa-miR-6810-5p with sequence AUGGGGACAGGGAUCAGCAUGGC. The protein sequence of the target gene is MTRGNQRELARQKNMKKQSDSVKGKRRDDGLSAAARKQRDSEIMQQKQKKANEKKEEPK. Result: 0 (no interaction). (3) The miRNA is hsa-miR-4279 with sequence CUCUCCUCCCGGCUUC. The protein sequence of the target gene is MGLETEKADVQLFMDDDSYSHHSGLEYADPEKFADSDQDRDPHRLNSHLKLGFEDVIAEPVTTHSFDKVWICSHALFEISKYVMYKFLTVFLAIPLAFIAGILFATLSCLHIWILMPFVKTCLMVLPSVQTIWKSVTDVIIAPLCTSVGRCFSSVSLQLSQD. Result: 1 (interaction). (4) The miRNA is gga-miR-133a-3p with sequence UUGGUCCCCUUCAACCAGCUGU. The protein sequence of the target gene is MFRRKLTALDYHNPAGFNCKDETEFRNFIVWLEDQKIRHYKIEDRGNLRNIHSSDWPKFFEKYLRDVNCPFKIQDRQEAIDWLLGLAVRLEYGDNAEKYKDLVPDNSKTADNATKNAEPLINLDVNNPDFKAGVMALANLLQIQRHDDYLVMLKAIRILVQERLTQDAVAKANQTKEGLPVALDKHILGFDTGDAVLNEAAQILRLLHIEELRELQTKINEAIVAVQAIIADPKTDHRLGKVGR. Result: 0 (no interaction). (5) The miRNA is hsa-miR-3942-3p with sequence UUUCAGAUAACAGUAUUACAU. The protein sequence of the target gene is MSSEEDKSVEQPQPPPPPPEEPGAPAPSPAAADKRPRGRPRKDGASPFQRARKKPRSRGKTAVEDEDSMDGLETTETETIVETEIKEQSAEEDAEAEVDNSKQLIPTLQRSVSEESANSLVSVGVEAKISEQLCAFCYCGEKSSLGQGDLKQFRITPGFILPWRNQPSNKKDIDDNSNGTYEKMQNSAPRKQRGQRKERSPQQNIVSCVSVSTQTASDDQAGKLWDELSLVGLPDAIDIQALFDSTGTCWAHHRCVEWSLGVCQMEEPLLVNVDKAVVSGSTERCAFCKHLGATIKCCEE.... Result: 0 (no interaction). (6) The miRNA is rno-miR-122-5p with sequence UGGAGUGUGACAAUGGUGUUUG. The protein sequence of the target gene is MAAAARPRGRALGPVLPPTPLLLLVLRVLPACGATARDPGAAAGLSLHPTYFNLAEAARIWATATCGERGPGEGRPQPELYCKLVGGPTAPGSGHTIQGQFCDYCNSEDPRKAHPVTNAIDGSERWWQSPPLSSGTQYNRVNLTLDLGQLFHVAYILIKFANSPRPDLWVLERSVDFGSTYSPWQYFAHSKVDCLKEFGREANMAVTRDDDVLCVTEYSRIVPLENGEVVVSLINGRPGAKNFTFSHTLREFTKATNIRLRFLRTNTLLGHLISKAQRDPTVTRRYYYSIKDISIGGQCV.... Result: 0 (no interaction).